From a dataset of HIV replication inhibition screening data with 41,000+ compounds from the AIDS Antiviral Screen. Binary Classification. Given a drug SMILES string, predict its activity (active/inactive) in a high-throughput screening assay against a specified biological target. (1) The molecule is c1ccc(C(c2ccccc2)[PH](c2ccccc2)(c2ccccc2)c2ccccc2)cc1. The result is 0 (inactive). (2) The drug is CC(=O)OCC1OC(n2c(-c3ccccc3)c(C(C)=O)c(-c3cccc4ccccc34)c(C#N)c2=S)C(OC(C)=O)C(OC(C)=O)C1OC(C)=O. The result is 0 (inactive). (3) The molecule is COC(OC)C(O)C1OC=CC1n1cnc2c(N)ncnc21. The result is 0 (inactive). (4) The drug is CC(=S)NC=C(c1ccc(Cl)cc1Cl)S(=O)(=O)Cc1ccc(Cl)cc1Cl. The result is 0 (inactive). (5) The compound is CCOC(=O)C(ON)=C(CCC(C(=O)OC)=C(ON)C(=O)OCC)C(=O)OC. The result is 1 (active). (6) The molecule is N#Cc1nc(C=Cc2ccccc2)oc1N. The result is 1 (active). (7) The molecule is O=C(NCc1ccccc1)OCCO. The result is 0 (inactive). (8) The molecule is O=S(=O)(OC=C1CCCCC1)C(F)(F)F. The result is 0 (inactive). (9) The molecule is CC(C)(C)CNC(=O)NCn1cc(-c2ccccc2)nn1. The result is 0 (inactive). (10) The compound is Cc1ccc2oc(=O)c(-c3ccccc3)nc2c1. The result is 0 (inactive).